Dataset: Experimentally validated miRNA-target interactions with 360,000+ pairs, plus equal number of negative samples. Task: Binary Classification. Given a miRNA mature sequence and a target amino acid sequence, predict their likelihood of interaction. The miRNA is hsa-miR-92a-3p with sequence UAUUGCACUUGUCCCGGCCUGU. The protein sequence of the target gene is MSHCSSRALTLLSSVFGACGLLLVGIAVSTDYWLYMEEGTVLPQNQTTEVKMALHAGLWRVCFFAGREKGRCVASEYFLEPEINLVTENTENILKTVRTATPFPMVSLFLVFTAFVISNIGHIRPQRTILAFVSGIFFILSGLSLVVGLVLYISSINDEVMNRPSSSEQYFHYRYGWSFAFAASSFLLKEGAGVMSVYLFTKRYAEEEMYRPHPAFYRPRLSDCSDYSGQFLQPEAWRRGRSPSDISSDVSIQMTQNYPPAIKYPDHLHISTSPC. Result: 0 (no interaction).